This data is from Peptide-MHC class I binding affinity with 185,985 pairs from IEDB/IMGT. The task is: Regression. Given a peptide amino acid sequence and an MHC pseudo amino acid sequence, predict their binding affinity value. This is MHC class I binding data. (1) The peptide sequence is NFQTMPGIF. The MHC is HLA-A24:02 with pseudo-sequence HLA-A24:02. The binding affinity (normalized) is 0.572. (2) The peptide sequence is ELQENITAH. The MHC is HLA-B15:17 with pseudo-sequence HLA-B15:17. The binding affinity (normalized) is 0.0847.